Dataset: Forward reaction prediction with 1.9M reactions from USPTO patents (1976-2016). Task: Predict the product of the given reaction. (1) Given the reactants I[C:2]1[CH:3]=[C:4]([CH:8]=[CH:9][CH:10]=1)[C:5]([OH:7])=O.[NH:11]1[CH:15]=[CH:14][N:13]=[N:12]1.CN[C@@H]1CCCC[C@H]1NC.C([O-])([O-])=O.[Cs+].[Cs+], predict the reaction product. The product is: [N:11]1[N:12]([C:2]2[CH:3]=[C:4]([CH:8]=[CH:9][CH:10]=2)[CH:5]=[O:7])[N:13]=[CH:14][CH:15]=1. (2) Given the reactants [C:1]([C:3]1[CH:27]=[CH:26][C:6]([O:7][CH2:8][CH2:9][N:10]([CH2:15][CH2:16][N:17]2[CH2:24][CH:23]3[O:25][CH:19]([CH2:20][NH:21][CH2:22]3)[CH2:18]2)[S:11]([CH3:14])(=[O:13])=[O:12])=[CH:5][CH:4]=1)#[N:2].Br[C:29]1[C:36](C)=[CH:35][CH:34]=[CH:33][C:30]=1[C:31]#[N:32].[C:38](=O)([O-])[O-].[K+].[K+], predict the reaction product. The product is: [C:31]([C:30]1[CH:33]=[CH:34][CH:35]=[CH:36][C:29]=1[CH2:38][N:21]1[CH2:22][CH:23]2[O:25][CH:19]([CH2:18][N:17]([CH2:16][CH2:15][N:10]([CH2:9][CH2:8][O:7][C:6]3[CH:5]=[CH:4][C:3]([C:1]#[N:2])=[CH:27][CH:26]=3)[S:11]([CH3:14])(=[O:13])=[O:12])[CH2:24]2)[CH2:20]1)#[N:32]. (3) Given the reactants [CH3:1][N:2]1CCNCC1.[N:8]12[CH2:18][CH2:17][CH2:16]N=[C:14]1[CH2:13]CC[CH2:10][CH2:9]2.C(C=C)=O.[NH2:23][C:24]1[N:25]([C:39]2[CH:44]=[CH:43][CH:42]=[CH:41][CH:40]=2)[N:26]=[C:27]2[C:36]3[CH:35]=[CH:34][C:33]([NH2:37])=[CH:32][C:31]=3[NH:30][C:29](=[O:38])[C:28]=12.C(O[BH-](OC(=O)C)OC(=O)C)(=O)C.[Na+].C(=O)([O-])O.[Na+], predict the reaction product. The product is: [NH2:23][C:24]1[N:25]([C:39]2[CH:44]=[CH:43][CH:42]=[CH:41][CH:40]=2)[N:26]=[C:27]2[C:36]3[CH:35]=[CH:34][C:33]([NH:37][CH2:16][CH2:17][CH2:18][N:8]4[CH2:9][CH2:10][N:2]([CH3:1])[CH2:13][CH2:14]4)=[CH:32][C:31]=3[NH:30][C:29](=[O:38])[C:28]=12. (4) The product is: [F:89][C:77]1[C:78]([O:87][CH3:88])=[C:79]([O:85][CH3:86])[CH:80]=[C:81]2[C:76]=1[N:75]=[C:74]([N:71]1[CH2:72][CH2:73][NH:68][CH2:69][C@@H:70]1[CH2:90][O:91][CH3:92])[N:83]=[C:82]2[NH2:84]. Given the reactants FC1C(OC)=C(OC)C=C2C=1N=C(N1CCNCC1)N=C2N.NC1C(F)=C(OC)C(OC)=CC=1C#N.C(OC(N1CCN(C#N)[C@@H](COC)C1)=O)C1C=CC=CC=1.C(OC([N:68]1[CH2:73][CH2:72][N:71]([C:74]2[N:83]=[C:82]([NH2:84])[C:81]3[C:76](=[C:77]([F:89])[C:78]([O:87][CH3:88])=[C:79]([O:85][CH3:86])[CH:80]=3)[N:75]=2)[C@@H:70]([CH2:90][O:91][CH3:92])[CH2:69]1)=O)C1C=CC=CC=1, predict the reaction product.